This data is from Full USPTO retrosynthesis dataset with 1.9M reactions from patents (1976-2016). The task is: Predict the reactants needed to synthesize the given product. (1) Given the product [Cl:23][C:21]1[CH:20]=[CH:19][C:18]([S:24]([CH2:27][CH3:28])(=[O:25])=[O:26])=[C:17]([CH2:16][N:11]2[C:10](=[O:29])[C:9]3[C:14](=[C:5]([C:2]#[N:3])[C:6]([CH2:34][N:35]4[CH2:40][CH2:39][CH2:38][C@H:37]([NH:41][CH3:42])[CH2:36]4)=[C:7]([C:30]([F:33])([F:31])[F:32])[CH:8]=3)[NH:13][C:12]2=[O:15])[CH:22]=1, predict the reactants needed to synthesize it. The reactants are: [Cu][C:2]#[N:3].Br[C:5]1[C:6]([CH2:34][N:35]2[CH2:40][CH2:39][CH2:38][C@H:37]([NH:41][CH3:42])[CH2:36]2)=[C:7]([C:30]([F:33])([F:32])[F:31])[CH:8]=[C:9]2[C:14]=1[NH:13][C:12](=[O:15])[N:11]([CH2:16][C:17]1[CH:22]=[C:21]([Cl:23])[CH:20]=[CH:19][C:18]=1[S:24]([CH2:27][CH3:28])(=[O:26])=[O:25])[C:10]2=[O:29]. (2) Given the product [CH2:35]([O:36][C:37](=[O:38])[CH3:39])[CH3:34].[ClH:31].[Cl:31][C:28]1[CH:27]=[CH:26][C:25]([C@@H:19]([CH2:20][NH:21][CH:22]([CH3:24])[CH3:23])[C:17]([N:14]2[CH2:13][CH2:12][N:11]([C:7]3[C:6]4[C@H:2]([CH3:1])[CH2:3][C@@H:4]([OH:32])[C:5]=4[N:10]=[CH:9][N:8]=3)[CH2:16][CH2:15]2)=[O:18])=[CH:30][CH:29]=1, predict the reactants needed to synthesize it. The reactants are: [CH3:1][C@H:2]1[C:6]2=[C:7]([N:11]3[CH2:16][CH2:15][N:14]([C:17]([C@@H:19]([C:25]4[CH:26]=[CH:27][C:28]([Cl:31])=[CH:29][CH:30]=4)[CH2:20][NH:21][CH:22]([CH3:24])[CH3:23])=[O:18])[CH2:13][CH2:12]3)[N:8]=[CH:9][N:10]=[C:5]2[C@H:4]([OH:32])[CH2:3]1.Cl.[CH3:34][CH2:35][O:36][C:37]([CH3:39])=[O:38]. (3) The reactants are: [Mg].Cl[C:3]([CH3:11])([CH3:10])[C:4]#[C:5][Si:6]([CH3:9])([CH3:8])[CH3:7].[C:12](=[O:14])=[O:13].Cl. Given the product [CH3:10][C:3]([CH3:11])([C:4]#[C:5][Si:6]([CH3:9])([CH3:8])[CH3:7])[C:12]([OH:14])=[O:13], predict the reactants needed to synthesize it. (4) Given the product [C:10]([NH:14][C:15]([C:17]1[S:39][C:20]2[N:21]=[C:22]([S:37][CH3:38])[N:23]=[C:24]([C:25]3[CH:30]=[CH:29][CH:28]=[C:27]([NH:31][S:32]([CH2:35][CH2:36][N:5]([CH2:6][CH2:7][O:8][CH3:9])[CH2:4][CH2:3][O:2][CH3:1])(=[O:34])=[O:33])[CH:26]=3)[C:19]=2[C:18]=1[NH2:40])=[O:16])([CH3:12])([CH3:11])[CH3:13], predict the reactants needed to synthesize it. The reactants are: [CH3:1][O:2][CH2:3][CH2:4][NH:5][CH2:6][CH2:7][O:8][CH3:9].[C:10]([NH:14][C:15]([C:17]1[S:39][C:20]2[N:21]=[C:22]([S:37][CH3:38])[N:23]=[C:24]([C:25]3[CH:30]=[CH:29][CH:28]=[C:27]([NH:31][S:32]([CH:35]=[CH2:36])(=[O:34])=[O:33])[CH:26]=3)[C:19]=2[C:18]=1[NH2:40])=[O:16])([CH3:13])([CH3:12])[CH3:11]. (5) Given the product [F:1][C:2]1[C:11]2[O:10][CH2:9][C@H:8]3[C@@H:12]([NH:19][C:22]([NH:24][C:25]4[CH:29]=[CH:28][O:27][N:26]=4)=[O:37])[C@H:7]3[C:6]=2[C:5]([F:16])=[CH:4][CH:3]=1, predict the reactants needed to synthesize it. The reactants are: [F:1][C:2]1[C:11]2[O:10][CH2:9][C@H:8]3[C@@H:12](C(O)=O)[C@H:7]3[C:6]=2[C:5]([F:16])=[CH:4][CH:3]=1.C([N:19]([CH2:22]C)CC)C.[NH2:24][C:25]1[CH:29]=[CH:28][O:27][N:26]=1.C1C=CC(P(N=[N+]=[N-])(C2C=CC=CC=2)=[O:37])=CC=1.